This data is from Forward reaction prediction with 1.9M reactions from USPTO patents (1976-2016). The task is: Predict the product of the given reaction. Given the reactants [CH3:1][C:2]1[CH:7]=[CH:6][C:5]([C:8]2[O:12][N:11]=[CH:10][C:9]=2[C:13]([OH:15])=O)=[CH:4][CH:3]=1.CN(C(ON1N=N[C:26]2C=CC=C[C:25]1=2)=[N+](C)C)C.[B-](F)(F)(F)F.C(N(C(C)C)C(C)C)C.[NH:47]1[CH2:52][CH2:51][CH2:50][CH:49]([C:53]([O-:55])=[O:54])[CH2:48]1, predict the reaction product. The product is: [CH3:1][C:2]1[CH:3]=[CH:4][C:5]([C:8]2[O:12][N:11]=[CH:10][C:9]=2[C:13]([N:47]2[CH2:52][CH2:51][CH2:50][CH:49]([C:53]([O:55][CH2:25][CH3:26])=[O:54])[CH2:48]2)=[O:15])=[CH:6][CH:7]=1.